Dataset: Full USPTO retrosynthesis dataset with 1.9M reactions from patents (1976-2016). Task: Predict the reactants needed to synthesize the given product. (1) Given the product [CH3:1][O:2][C:3]1[CH:4]=[C:5]2[C:10](=[CH:11][C:12]=1[O:13][CH3:14])[N:9]=[CH:8][CH:7]=[C:6]2[O:15][C:16]1[CH:22]=[CH:21][C:19]([NH:20][C:35]([NH:50][CH:48]([C:44]2[S:43][CH:47]=[CH:46][N:45]=2)[CH3:49])=[O:41])=[C:18]([F:23])[CH:17]=1, predict the reactants needed to synthesize it. The reactants are: [CH3:1][O:2][C:3]1[CH:4]=[C:5]2[C:10](=[CH:11][C:12]=1[O:13][CH3:14])[N:9]=[CH:8][CH:7]=[C:6]2[O:15][C:16]1[CH:22]=[CH:21][C:19]([NH2:20])=[C:18]([F:23])[CH:17]=1.C(N(CC)CC)C.ClC(Cl)(O[C:35](=[O:41])OC(Cl)(Cl)Cl)Cl.[S:43]1[CH:47]=[CH:46][N:45]=[C:44]1[CH:48]([NH2:50])[CH3:49]. (2) Given the product [F:1][C:2]1[C:3]([O:20][CH3:21])=[C:4]2[C:5](=[CH:6][CH:7]=1)[CH:11]([NH:22][C:23]1[CH:32]=[CH:31][CH:30]=[C:29]3[C:24]=1[CH:25]=[N:26][NH:27][C:28]3=[O:33])[C:10]([OH:17])([C:13]([F:14])([F:15])[F:16])[CH2:9][C:8]2([CH3:19])[CH3:18], predict the reactants needed to synthesize it. The reactants are: [F:1][C:2]1[C:3]([O:20][CH3:21])=[C:4]([C:8]([CH3:19])([CH3:18])[CH2:9][C:10]([OH:17])([C:13]([F:16])([F:15])[F:14])[CH:11]=O)[CH:5]=[CH:6][CH:7]=1.[NH2:22][C:23]1[CH:32]=[CH:31][CH:30]=[C:29]2[C:24]=1[CH:25]=[N:26][NH:27][C:28]2=[O:33]. (3) Given the product [CH2:33]([O:32][C:18]1[CH:17]=[C:16]([N:15]([CH2:14][CH:11]2[CH2:12][CH2:13][NH:8][CH2:9][CH2:10]2)[C:60](=[O:61])[CH2:59][N:48]([CH3:47])[S:49]([C:52]2[CH:57]=[CH:56][C:55]([CH3:58])=[CH:54][CH:53]=2)(=[O:51])=[O:50])[CH:21]=[CH:20][C:19]=1[C:22]([O:24][CH2:25][C:26]1[CH:27]=[CH:28][CH:29]=[CH:30][CH:31]=1)=[O:23])[C:34]1[CH:39]=[CH:38][CH:37]=[CH:36][CH:35]=1, predict the reactants needed to synthesize it. The reactants are: C(OC([N:8]1[CH2:13][CH2:12][CH:11]([CH2:14][NH:15][C:16]2[CH:21]=[CH:20][C:19]([C:22]([O:24][CH2:25][C:26]3[CH:31]=[CH:30][CH:29]=[CH:28][CH:27]=3)=[O:23])=[C:18]([O:32][CH2:33][C:34]3[CH:39]=[CH:38][CH:37]=[CH:36][CH:35]=3)[CH:17]=2)[CH2:10][CH2:9]1)=O)(C)(C)C.NC1C=CC=CC=1.[CH3:47][N:48]([CH2:59][C:60](O)=[O:61])[S:49]([C:52]1[CH:57]=[CH:56][C:55]([CH3:58])=[CH:54][CH:53]=1)(=[O:51])=[O:50]. (4) Given the product [CH3:33][C:27]([N:26]1[C:18](=[O:20])[C:17]2[C:16](=[CH:25][CH:24]=[CH:23][CH:22]=2)[NH:13][C:14]1=[S:15])([CH3:34])[CH2:28][C:29]([O:31][CH3:32])=[O:30], predict the reactants needed to synthesize it. The reactants are: S(Cl)(Cl)=O.NC(C)(C)CC(O)=O.[N:13]([C:16]1[CH:25]=[CH:24][CH:23]=[CH:22][C:17]=1[C:18]([O:20]C)=O)=[C:14]=[S:15].[NH2:26][C:27]([CH3:34])([CH3:33])[CH2:28][C:29]([O:31][CH3:32])=[O:30]. (5) Given the product [Cl:13][CH2:10][C:9]1[C:2]([F:1])=[C:3]([CH:6]=[CH:7][C:8]=1[F:12])[C:4]#[N:5], predict the reactants needed to synthesize it. The reactants are: [F:1][C:2]1[C:9]([CH2:10]O)=[C:8]([F:12])[CH:7]=[CH:6][C:3]=1[C:4]#[N:5].[Cl:13]CCl. (6) Given the product [CH2:26]([O:25][CH:16]([O:15][CH2:13][CH3:14])[C:17]1[C:18]([F:24])=[N:19][C:20]([F:23])=[C:21]([I:35])[CH:22]=1)[CH3:27], predict the reactants needed to synthesize it. The reactants are: C(NC(C)C)(C)C.C([Li])CCC.[CH2:13]([O:15][CH:16]([O:25][CH2:26][CH3:27])[C:17]1[C:18]([F:24])=[N:19][C:20]([F:23])=[CH:21][CH:22]=1)[CH3:14].C(=O)=O.CC(C)=O.[I:35]I.OS([O-])=O.[Na+]. (7) The reactants are: [CH3:1][O:2][C:3]1[CH:12]=[C:11]2[C:6]([N:7]=[CH:8][C:9](=[O:13])[NH:10]2)=[CH:5][CH:4]=1.[H-].[Na+].[C:16]([O:20][C:21]([NH:23][CH:24]1[CH2:29][CH2:28][N:27]([CH2:30][CH2:31]OS(C)(=O)=O)[CH2:26][CH2:25]1)=[O:22])([CH3:19])([CH3:18])[CH3:17]. Given the product [C:16]([O:20][C:21](=[O:22])[NH:23][CH:24]1[CH2:29][CH2:28][N:27]([CH2:30][CH2:31][N:10]2[C:11]3[C:6](=[CH:5][CH:4]=[C:3]([O:2][CH3:1])[CH:12]=3)[N:7]=[CH:8][C:9]2=[O:13])[CH2:26][CH2:25]1)([CH3:19])([CH3:18])[CH3:17], predict the reactants needed to synthesize it.